This data is from NCI-60 drug combinations with 297,098 pairs across 59 cell lines. The task is: Regression. Given two drug SMILES strings and cell line genomic features, predict the synergy score measuring deviation from expected non-interaction effect. (1) Drug 1: C1CCC(CC1)NC(=O)N(CCCl)N=O. Drug 2: CC1=CC2C(CCC3(C2CCC3(C(=O)C)OC(=O)C)C)C4(C1=CC(=O)CC4)C. Cell line: PC-3. Synergy scores: CSS=13.3, Synergy_ZIP=-1.55, Synergy_Bliss=2.42, Synergy_Loewe=-4.99, Synergy_HSA=-0.571. (2) Drug 1: C1CCC(C1)C(CC#N)N2C=C(C=N2)C3=C4C=CNC4=NC=N3. Drug 2: C(CCl)NC(=O)N(CCCl)N=O. Cell line: RPMI-8226. Synergy scores: CSS=18.6, Synergy_ZIP=3.89, Synergy_Bliss=9.63, Synergy_Loewe=-2.90, Synergy_HSA=4.85.